From a dataset of Reaction yield outcomes from USPTO patents with 853,638 reactions. Predict the reaction yield, written as a fraction of the theoretical maximum amount of product (1.0 means a 100% yield; for example, 0.34 means a 34% yield). (1) The reactants are [Si:1]([O:8][C:9]1[CH:10]=[C:11]([C:15](=O)[CH2:16][CH2:17][CH2:18][NH:19][C:20](=[O:26])[O:21][C:22]([CH3:25])([CH3:24])[CH3:23])[CH:12]=[CH:13][CH:14]=1)([C:4]([CH3:7])([CH3:6])[CH3:5])([CH3:3])[CH3:2].[F:28][C:29]1[CH:38]=[CH:37][C:36]([F:39])=[CH:35][C:30]=1[C:31](=[S:34])[NH:32][NH2:33]. The catalyst is CCO.C(Cl)Cl. The product is [Si:1]([O:8][C:9]1[CH:10]=[C:11]([C:15]2([CH2:16][CH2:17][CH2:18][NH:19][C:20](=[O:26])[O:21][C:22]([CH3:25])([CH3:24])[CH3:23])[NH:33][N:32]=[C:31]([C:30]3[CH:35]=[C:36]([F:39])[CH:37]=[CH:38][C:29]=3[F:28])[S:34]2)[CH:12]=[CH:13][CH:14]=1)([C:4]([CH3:7])([CH3:6])[CH3:5])([CH3:3])[CH3:2]. The yield is 0.820. (2) The reactants are [F:1][C:2]1([F:14])[CH2:7][CH2:6][C:5]([C:9]2[CH:10]=[N:11][NH:12][CH:13]=2)(O)[CH2:4][CH2:3]1.O.C1(C)C=CC(S(O)(=O)=O)=CC=1. The catalyst is C1(C)C=CC=CC=1. The product is [F:14][C:2]1([F:1])[CH2:7][CH2:6][C:5]([C:9]2[CH:13]=[N:12][NH:11][CH:10]=2)=[CH:4][CH2:3]1. The yield is 0.830. (3) The reactants are [OH:1][NH:2][C:3](=[NH:5])[CH3:4].[H-].[Na+].CO[C:10]([C:12]1[C:13]([CH:22]([CH3:24])[CH3:23])=[C:14]2[N:19]([CH:20]=1)[N:18]=[CH:17][NH:16][C:15]2=[O:21])=O. The catalyst is C1COCC1. The product is [CH:22]([C:13]1[C:12]([C:10]2[O:1][N:2]=[C:3]([CH3:4])[N:5]=2)=[CH:20][N:19]2[C:14]=1[C:15](=[O:21])[NH:16][CH:17]=[N:18]2)([CH3:24])[CH3:23]. The yield is 0.950. (4) The reactants are [CH3:1][O:2][C@H:3]1[C@@H:9]2[O:10][CH2:11][C@H:12]([O:13]C(C3C=CC=CC=3)=O)[C@@H:8]2[O:7][C@H:4]1[O:5][CH3:6].[OH-].[Na+].N1C=CC=CC=1.[CH3:30][S:31](Cl)(=[O:33])=[O:32]. The catalyst is CO.C(OCC)(=O)C.ClCCl. The product is [CH3:1][O:2][C@H:3]1[C@@H:9]2[O:10][CH2:11][C@H:12]([O:13][S:31]([CH3:30])(=[O:33])=[O:32])[C@@H:8]2[O:7][C@H:4]1[O:5][CH3:6]. The yield is 0.960. (5) The yield is 0.640. The product is [NH2:1][C:2]1[CH:7]=[CH:6][C:5]([Cl:8])=[CH:4][C:3]=1[C:9]([C:11]1[CH:16]=[CH:15][CH:14]=[C:13]([O:25][CH3:24])[CH:12]=1)=[O:10]. No catalyst specified. The reactants are [NH2:1][C:2]1[CH:7]=[CH:6][C:5]([Cl:8])=[CH:4][C:3]=1[C:9]([C:11]1[CH:16]=[CH:15][CH:14]=[CH:13][C:12]=1C)=[O:10].ClC1C=CC2N=[C:24](C3C=CC=CC=3)[O:25]C(=O)C=2C=1. (6) The reactants are [C:1]([NH:5][S:6]([C:9]1[C:10]([C:15]2[CH:20]=[CH:19][C:18]([C:21]3[CH:22]=[C:23]4[C:27](=[C:28]([N+:30]([O-])=O)[CH:29]=3)[NH:26][CH:25]=[CH:24]4)=[C:17]([F:33])[CH:16]=2)=[CH:11][CH:12]=[CH:13][CH:14]=1)(=[O:8])=[O:7])([CH3:4])([CH3:3])[CH3:2].[NH4+].[Cl-]. The catalyst is O.CC(C)=O.[Zn]. The product is [NH2:30][C:28]1[CH:29]=[C:21]([C:18]2[CH:19]=[CH:20][C:15]([C:10]3[C:9]([S:6]([NH:5][C:1]([CH3:3])([CH3:2])[CH3:4])(=[O:8])=[O:7])=[CH:14][CH:13]=[CH:12][CH:11]=3)=[CH:16][C:17]=2[F:33])[CH:22]=[C:23]2[C:27]=1[NH:26][CH:25]=[CH:24]2. The yield is 0.280. (7) The reactants are FC1C=CC([C:8]2([CH2:12][NH2:13])[CH2:11][CH2:10][CH2:9]2)=CC=1.F[C:15]1[CH:20]=[CH:19][CH:18]=[C:17]([F:21])[N:16]=1.C[Si]([N-][Si](C)(C)C)(C)C.[Na+]. The catalyst is C1(C)C=CC=CC=1. The product is [F:21][C:17]1[N:16]=[C:15]([C:8]2([C:12]#[N:13])[CH2:11][CH2:10][CH2:9]2)[CH:20]=[CH:19][CH:18]=1. The yield is 0.640.